This data is from Full USPTO retrosynthesis dataset with 1.9M reactions from patents (1976-2016). The task is: Predict the reactants needed to synthesize the given product. Given the product [CH3:1][O:2][C:3]1[CH:4]=[C:5]2[C:9](=[CH:10][C:11]=1[CH3:12])[C:8](=[CH:15][C:16]([O:18][CH2:19][CH3:20])=[O:17])[CH2:7][CH2:6]2, predict the reactants needed to synthesize it. The reactants are: [CH3:1][O:2][C:3]1[CH:4]=[C:5]2[C:9](=[CH:10][C:11]=1[CH3:12])[C:8](=O)[CH2:7][CH2:6]2.Br[CH2:15][C:16]([O:18][CH2:19][CH3:20])=[O:17].